This data is from Full USPTO retrosynthesis dataset with 1.9M reactions from patents (1976-2016). The task is: Predict the reactants needed to synthesize the given product. (1) Given the product [CH3:1][C:2]1[CH:10]=[CH:9][C:8]2[N:4]([C:5]([C:44]3[CH:49]=[CH:48][CH:47]=[CH:46][N:45]=3)=[C:6]([C:11]([O:13][CH2:14][CH3:15])=[O:12])[CH:7]=2)[CH:3]=1, predict the reactants needed to synthesize it. The reactants are: [CH3:1][C:2]1[CH:10]=[CH:9][C:8]2[N:4]([CH:5]=[C:6]([C:11]([O:13][CH2:14][CH3:15])=[O:12])[CH:7]=2)[CH:3]=1.F[B-](F)(F)F.C1(P(C2CCCC2)C2CCCC2)CCCC1.C([O-])([O-])=O.[Cs+].[Cs+].Cl[C:44]1[CH:49]=[CH:48][CH:47]=[CH:46][N:45]=1. (2) Given the product [Cl:1][C:2]1[CH:7]=[C:6]([Cl:8])[C:5]([O:9][CH3:10])=[CH:4][C:3]=1[NH:11][C:12]1[C:21]2[C:16](=[CH:17][C:18]([O:38][CH2:37][CH2:36][CH2:35][CH:32]3[CH2:31][CH2:30][N:29]([CH3:28])[CH2:34][CH2:33]3)=[C:19]([O:22][CH2:23][CH3:24])[CH:20]=2)[N:15]=[CH:14][C:13]=1[C:26]#[N:27], predict the reactants needed to synthesize it. The reactants are: [Cl:1][C:2]1[CH:7]=[C:6]([Cl:8])[C:5]([O:9][CH3:10])=[CH:4][C:3]=1[NH:11][C:12]1[C:21]2[C:16](=[CH:17][C:18](F)=[C:19]([O:22][CH2:23][CH3:24])[CH:20]=2)[N:15]=[CH:14][C:13]=1[C:26]#[N:27].[CH3:28][N:29]1[CH2:34][CH2:33][CH:32]([CH2:35][CH2:36][CH2:37][OH:38])[CH2:31][CH2:30]1.[H-].[Na+].C(=O)(O)[O-].[Na+]. (3) Given the product [F:1][C:2]1[CH:7]=[CH:6][CH:5]=[C:4]([F:8])[C:3]=1[C:9]1[O:10][C:11]([C:17]2[CH:18]=[CH:19][C:20]([O:23][CH2:25][CH:26]3[CH2:31][CH2:30][NH:29][CH2:28][CH2:27]3)=[CH:21][CH:22]=2)=[C:12]([C:14]([NH2:16])=[O:15])[N:13]=1, predict the reactants needed to synthesize it. The reactants are: [F:1][C:2]1[CH:7]=[CH:6][CH:5]=[C:4]([F:8])[C:3]=1[C:9]1[O:10][C:11]([C:17]2[CH:22]=[CH:21][C:20]([OH:23])=[CH:19][CH:18]=2)=[C:12]([C:14]([NH2:16])=[O:15])[N:13]=1.Br[CH2:25][CH:26]1[CH2:31][CH2:30][N:29](C(OCC2C=CC=CC=2)=O)[CH2:28][CH2:27]1. (4) Given the product [Cl:1][C:2]1[CH:3]=[C:4]2[C:12](=[C:13]([N+:16]([O-:18])=[O:17])[C:14]=1[S:25][CH3:24])[NH:11][C:10]1[CH:9]=[N:8][CH:7]=[CH:6][C:5]2=1, predict the reactants needed to synthesize it. The reactants are: [Cl:1][C:2]1[CH:3]=[C:4]2[C:12](=[C:13]([N+:16]([O-:18])=[O:17])[C:14]=1F)[NH:11][C:10]1[CH:9]=[N:8][CH:7]=[CH:6][C:5]2=1.CN(C=O)C.[CH3:24][S-:25].[Na+].C(=O)(O)[O-].[Na+]. (5) Given the product [CH3:13][N:12]([CH3:14])[C:11]1[C:2]([B:24]([OH:29])[OH:25])=[CH:3][C:4]2[C:5]([CH3:18])([CH3:17])[CH2:6][CH2:7][C:8]([CH3:16])([CH3:15])[C:9]=2[CH:10]=1, predict the reactants needed to synthesize it. The reactants are: Br[C:2]1[C:11]([N:12]([CH3:14])[CH3:13])=[CH:10][C:9]2[C:8]([CH3:16])([CH3:15])[CH2:7][CH2:6][C:5]([CH3:18])([CH3:17])[C:4]=2[CH:3]=1.C([Li])CCC.[B:24](OC(C)C)([O:29]C(C)C)[O:25]C(C)C.Cl. (6) Given the product [C:55]1([CH:43]([C:37]2[CH:42]=[CH:41][CH:40]=[CH:39][CH:38]=2)[N:44]2[C:52]3[C:47](=[CH:48][CH:49]=[CH:50][CH:51]=3)[C:46]([OH:53])([C:17]3[C:18]([OH:20])=[CH:19][C:14]4[CH2:13][CH2:12][O:11][C:15]=4[CH:16]=3)[C:45]2=[O:54])[CH:56]=[CH:57][CH:58]=[CH:59][CH:60]=1, predict the reactants needed to synthesize it. The reactants are: O1C2C=CC(O)=CC=2OC1.[O:11]1[C:15]2[CH:16]=[CH:17][C:18]([OH:20])=[CH:19][C:14]=2[CH2:13][CH2:12]1.C1(CCN2C3C(=CC=CC=3)C(=O)C2=O)CC1.[C:37]1([CH:43]([C:55]2[CH:60]=[CH:59][CH:58]=[CH:57][CH:56]=2)[N:44]2[C:52]3[C:47](=[CH:48][CH:49]=[CH:50][CH:51]=3)[C:46](=[O:53])[C:45]2=[O:54])[CH:42]=[CH:41][CH:40]=[CH:39][CH:38]=1. (7) Given the product [CH2:5]1[C:6]2([CH2:11][CH2:10][CH:9]([C:12]([O:14][CH3:15])=[O:13])[CH2:8][CH2:7]2)[CH2:1][CH2:2][NH:3][CH2:4]1, predict the reactants needed to synthesize it. The reactants are: [CH2:1]1[C:6]2([CH2:11][CH2:10][CH:9]([C:12]([O:14][CH3:15])=[O:13])[CH2:8][CH2:7]2)[CH2:5][CH2:4][N:3](C(OC(C)(C)C)=O)[CH2:2]1.